This data is from Full USPTO retrosynthesis dataset with 1.9M reactions from patents (1976-2016). The task is: Predict the reactants needed to synthesize the given product. Given the product [Cl:1][C:2]1[CH:10]=[C:9]2[C:5]([C:6]([S:12][C:13]3[CH:14]=[C:15]([CH2:19][C:20]([OH:22])=[O:21])[CH:16]=[CH:17][CH:18]=3)=[C:7]([CH3:11])[N:8]2[CH2:26][CH2:25][O:24][CH3:23])=[CH:4][CH:3]=1, predict the reactants needed to synthesize it. The reactants are: [Cl:1][C:2]1[CH:10]=[C:9]2[C:5]([C:6]([S:12][C:13]3[CH:14]=[C:15]([CH2:19][C:20]([OH:22])=[O:21])[CH:16]=[CH:17][CH:18]=3)=[C:7]([CH3:11])[NH:8]2)=[CH:4][CH:3]=1.[CH3:23][O:24][CH2:25][CH2:26]Br.